The task is: Predict which catalyst facilitates the given reaction.. This data is from Catalyst prediction with 721,799 reactions and 888 catalyst types from USPTO. (1) Reactant: [F:1][C:2]1[C:10]2[S:9][CH:8]=[C:7]([CH:11]=O)[C:6]=2[CH:5]=[CH:4][CH:3]=1.[S:13]([NH2:17])([NH2:16])(=[O:15])=[O:14].[BH4-].[Na+].O. Product: [F:1][C:2]1[C:10]2[S:9][CH:8]=[C:7]([CH2:11][NH:16][S:13]([NH2:17])(=[O:15])=[O:14])[C:6]=2[CH:5]=[CH:4][CH:3]=1. The catalyst class is: 8. (2) Reactant: [NH2:1][C:2]1[CH:20]=[CH:19][C:5]2[C:6]3[C:14]([O:15][CH:16]([F:18])[F:17])=[CH:13][CH:12]=[CH:11][C:7]=3[O:8][C:9](=[O:10])[C:4]=2[C:3]=1[Br:21].Cl[C:23](Cl)([O:25][C:26](=[O:32])OC(Cl)(Cl)Cl)Cl.C(O)[C:35]1[CH:40]=[CH:39][CH:38]=[CH:37][CH:36]=1. Product: [CH2:23]([O:25][C:26]([NH:1][C:2]1[CH:20]=[CH:19][C:5]2[C:6]3[C:14]([O:15][CH:16]([F:18])[F:17])=[CH:13][CH:12]=[CH:11][C:7]=3[O:8][C:9](=[O:10])[C:4]=2[C:3]=1[Br:21])=[O:32])[C:35]1[CH:40]=[CH:39][CH:38]=[CH:37][CH:36]=1. The catalyst class is: 1. (3) Reactant: C(NC(C)C)(C)C.[Li].[Cl:9][CH:10]1[CH2:19][CH2:18][C:17]2[C:12](=[CH:13][CH:14]=[C:15]([O:20][CH3:21])[CH:16]=2)[C:11]1=[O:22].[NH4+].[Cl-].[CH3:25][CH2:26][O:27][C:28]([CH3:30])=[O:29]. Product: [CH2:26]([O:27][C:28](=[O:29])[CH2:30][C:11]1([OH:22])[C:12]2[C:17](=[CH:16][C:15]([O:20][CH3:21])=[CH:14][CH:13]=2)[CH2:18][CH2:19][CH:10]1[Cl:9])[CH3:25]. The catalyst class is: 1. (4) Reactant: CO[C:3](=[O:12])[C:4]([C:10]#[N:11])=[C:5]([S:8][CH3:9])SC.[C:13]([CH2:15][C:16]([NH2:18])=[S:17])#[N:14].C([O-])([O-])=O.[K+].[K+].Cl. Product: [OH:12][C:3]1[NH:18][C:16](=[S:17])[C:15]([C:13]#[N:14])=[C:5]([S:8][CH3:9])[C:4]=1[C:10]#[N:11]. The catalyst class is: 16. (5) Product: [C:12]([O:11][C:9](=[O:10])[NH:16][CH2:17][C:18]1[CH:23]=[CH:22][C:21]([C:24]2[CH:29]=[CH:28][CH:27]=[CH:26][C:25]=2[O:30][CH2:31][CH3:32])=[C:20]([NH2:33])[CH:19]=1)([CH3:13])([CH3:14])[CH3:15]. The catalyst class is: 12. Reactant: [CH3:13][C:12]([O:11][C:9](O[C:9]([O:11][C:12]([CH3:15])([CH3:14])[CH3:13])=[O:10])=[O:10])([CH3:15])[CH3:14].[NH2:16][CH2:17][C:18]1[CH:23]=[CH:22][C:21]([C:24]2[CH:29]=[CH:28][CH:27]=[CH:26][C:25]=2[O:30][CH2:31][CH3:32])=[C:20]([NH2:33])[CH:19]=1. (6) Reactant: [C:1]([N:5]1[CH2:10][CH2:9][N:8](C(OC(C)(C)C)=O)[C@@H:7]([C:18]([N:20]2[CH2:25][CH2:24][NH:23][CH2:22][CH2:21]2)=[O:19])[CH2:6]1)([CH3:4])([CH3:3])[CH3:2].[Cl:26][C:27]1[CH:32]=[C:31]([N:33]=[C:34]=[O:35])[CH:30]=[CH:29][C:28]=1[F:36]. Product: [C:1]([N:5]1[CH2:10][CH2:9][NH:8][C@@H:7]([C:18]([N:20]2[CH2:25][CH2:24][N:23]([C:34]([NH:33][C:31]3[CH:30]=[CH:29][C:28]([F:36])=[C:27]([Cl:26])[CH:32]=3)=[O:35])[CH2:22][CH2:21]2)=[O:19])[CH2:6]1)([CH3:2])([CH3:4])[CH3:3]. The catalyst class is: 2.